Task: Predict the reactants needed to synthesize the given product.. Dataset: Full USPTO retrosynthesis dataset with 1.9M reactions from patents (1976-2016) (1) Given the product [CH3:1][C:2]1([O:19][C@H:18]([CH2:20][O:21][CH2:22][C:23]2[CH:28]=[CH:27][C:26]([Cl:29])=[CH:25][C:24]=2[Cl:30])[C@@H:7]([O:8][CH2:9][C:10]2[CH:15]=[CH:14][C:13]([Cl:16])=[CH:12][C:11]=2[Cl:17])[C@H:5]1[O:6][C:32](=[O:33])[CH3:31])[O:3][CH3:4], predict the reactants needed to synthesize it. The reactants are: [CH3:1][C:2]1([O:19][C@H:18]([CH2:20][O:21][CH2:22][C:23]2[CH:28]=[CH:27][C:26]([Cl:29])=[CH:25][C:24]=2[Cl:30])[C@@H:7]([O:8][CH2:9][C:10]2[CH:15]=[CH:14][C:13]([Cl:16])=[CH:12][C:11]=2[Cl:17])[C@H:5]1[OH:6])[O:3][CH3:4].[CH3:31][C:32](OC(C)=O)=[O:33].O. (2) The reactants are: [NH2:1][C:2]1[CH:7]=[CH:6][N:5]=[CH:4][C:3]=1I.CC1C=CC(S(O)(=O)=O)=CC=1.N#N.C(O[Si](OCC)(OCC)OCC)C.O=[C:36]1[CH2:40][CH2:39][CH2:38][CH:37]1[CH2:41][C:42]([O:44][CH2:45][CH3:46])=[O:43].CCN(C(C)C)C(C)C.[NH4+].[Cl-].CCOC(C)=O. Given the product [CH:4]1[C:3]2[C:40]3[CH2:39][CH2:38][CH:37]([CH2:41][C:42]([O:44][CH2:45][CH3:46])=[O:43])[C:36]=3[NH:1][C:2]=2[CH:7]=[CH:6][N:5]=1, predict the reactants needed to synthesize it. (3) The reactants are: FC(F)(F)S(O[C:7]1[N:8]=[CH:9][C:10]2[CH:15]=[CH:14][N:13]([CH:16]3[CH2:19][CH2:18][CH2:17]3)[C:11]=2[N:12]=1)(=O)=O.[CH3:22][Mg]Br.[NH4+].[Cl-]. Given the product [CH:16]1([N:13]2[C:11]3[N:12]=[C:7]([CH3:22])[N:8]=[CH:9][C:10]=3[CH:15]=[CH:14]2)[CH2:19][CH2:18][CH2:17]1, predict the reactants needed to synthesize it.